This data is from Catalyst prediction with 721,799 reactions and 888 catalyst types from USPTO. The task is: Predict which catalyst facilitates the given reaction. (1) Reactant: [CH2:1]([NH:5][C:6]1[CH:7]=[CH:8][C:9]2[N:10]([C:12]([C:15]([OH:17])=O)=[CH:13][N:14]=2)[N:11]=1)[CH2:2][CH2:3][CH3:4].CN([P+](ON1N=NC2C=CC=CC1=2)(N(C)C)N(C)C)C.F[P-](F)(F)(F)(F)F.C(N(CC)CC)C.[NH2:52][C:53]1[CH:67]=[CH:66][C:56]([CH2:57][NH:58][C:59](=[O:65])[O:60][C:61]([CH3:64])([CH3:63])[CH3:62])=[CH:55][CH:54]=1. Product: [CH2:1]([NH:5][C:6]1[CH:7]=[CH:8][C:9]2[N:10]([C:12]([C:15]([NH:52][C:53]3[CH:67]=[CH:66][C:56]([CH2:57][NH:58][C:59](=[O:65])[O:60][C:61]([CH3:63])([CH3:64])[CH3:62])=[CH:55][CH:54]=3)=[O:17])=[CH:13][N:14]=2)[N:11]=1)[CH2:2][CH2:3][CH3:4]. The catalyst class is: 23. (2) Reactant: [F:1][C:2]1[CH:3]=[CH:4][C:5]2[N:9]=[CH:8][N:7]([C:10]3[N:15]=[C:14]([NH:16][C@H:17]4[C:26]5[C:21](=[CH:22][CH:23]=[CH:24][CH:25]=5)[C:20](=[O:27])[CH2:19][CH2:18]4)[C:13]([N+:28]([O-])=O)=[CH:12][N:11]=3)[C:6]=2[CH:31]=1.[O-]S(S([O-])=O)=O.[Na+].[Na+].C([O-])(O)=O.[Na+]. Product: [NH2:28][C:13]1[C:14]([NH:16][C@H:17]2[C:26]3[C:21](=[CH:22][CH:23]=[CH:24][CH:25]=3)[C:20](=[O:27])[CH2:19][CH2:18]2)=[N:15][C:10]([N:7]2[C:6]3[CH:31]=[C:2]([F:1])[CH:3]=[CH:4][C:5]=3[N:9]=[CH:8]2)=[N:11][CH:12]=1. The catalyst class is: 569. (3) Reactant: Cl.[CH2:2]([C:4]1[CH:5]=[C:6]([CH:10]2[CH2:13][C:12]3([CH2:18][CH2:17][NH:16][CH2:15][CH2:14]3)[CH2:11]2)[CH:7]=[CH:8][CH:9]=1)[CH3:3].[CH3:19][C:20]1[C:24]([CH3:25])=[C:23]([NH:26][C:27](=O)[O:28]C2C=CC=CC=2)[O:22][N:21]=1.C(N(C(C)C)CC)(C)C. Product: [CH3:19][C:20]1[C:24]([CH3:25])=[C:23]([NH:26][C:27]([N:16]2[CH2:17][CH2:18][C:12]3([CH2:11][CH:10]([C:6]4[CH:7]=[CH:8][CH:9]=[C:4]([CH2:2][CH3:3])[CH:5]=4)[CH2:13]3)[CH2:14][CH2:15]2)=[O:28])[O:22][N:21]=1. The catalyst class is: 10. (4) Reactant: [CH:1]1([C@@H:7]2[CH2:12][CH2:11][N:10]([C:13]([O:15][CH2:16][C:17]3[CH:22]=[CH:21][CH:20]=[CH:19][CH:18]=3)=[O:14])[CH2:9][C@H:8]2[NH:23][C:24](OC2C=CC([N+]([O-])=O)=CC=2)=[O:25])[CH2:6][CH2:5][CH2:4][CH2:3][CH2:2]1.[Cl:36][C:37]1[C:38]([F:57])=[C:39]([C@:43]([C@@H:51]2[CH2:56][CH2:55][CH2:54][NH:53][CH2:52]2)([OH:50])[CH2:44][CH2:45][CH2:46][CH2:47][O:48][CH3:49])[CH:40]=[CH:41][CH:42]=1.CCN(C(C)C)C(C)C. Product: [Cl:36][C:37]1[C:38]([F:57])=[C:39]([C@:43]([C@@H:51]2[CH2:56][CH2:55][CH2:54][N:53]([C:24]([NH:23][C@H:8]3[C@H:7]([CH:1]4[CH2:2][CH2:3][CH2:4][CH2:5][CH2:6]4)[CH2:12][CH2:11][N:10]([C:13]([O:15][CH2:16][C:17]4[CH:18]=[CH:19][CH:20]=[CH:21][CH:22]=4)=[O:14])[CH2:9]3)=[O:25])[CH2:52]2)([OH:50])[CH2:44][CH2:45][CH2:46][CH2:47][O:48][CH3:49])[CH:40]=[CH:41][CH:42]=1. The catalyst class is: 2. (5) Reactant: [F:1][C:2]1[CH:7]=[CH:6][C:5]([N:8]2[C:16]3[C:11](=[CH:12][C:13]([O:17][C@H:18]([C:22]4[CH:27]=[CH:26][C:25]([S:28][CH3:29])=[CH:24][CH:23]=4)[C@@H:19]([NH2:21])[CH3:20])=[CH:14][CH:15]=3)[CH:10]=[N:9]2)=[CH:4][CH:3]=1.C(N(CC)CC)C.[CH:37]1([S:40](Cl)(=[O:42])=[O:41])[CH2:39][CH2:38]1. Product: [F:1][C:2]1[CH:7]=[CH:6][C:5]([N:8]2[C:16]3[C:11](=[CH:12][C:13]([O:17][C@H:18]([C:22]4[CH:23]=[CH:24][C:25]([S:28][CH3:29])=[CH:26][CH:27]=4)[C@@H:19]([NH:21][S:40]([CH:37]4[CH2:39][CH2:38]4)(=[O:42])=[O:41])[CH3:20])=[CH:14][CH:15]=3)[CH:10]=[N:9]2)=[CH:4][CH:3]=1. The catalyst class is: 23. (6) Product: [C:10]([CH:9]([C:6]1[CH:7]=[CH:8][C:3]([O:2][CH3:1])=[CH:4][CH:5]=1)[C:17]1([OH:23])[CH2:22][CH2:21][CH2:20][CH2:19][CH2:18]1)#[N:11]. Reactant: [CH3:1][O:2][C:3]1[CH:8]=[CH:7][C:6]([CH2:9][C:10]#[N:11])=[CH:5][CH:4]=1.C([Li])CCC.[C:17]1(=[O:23])[CH2:22][CH2:21][CH2:20][CH2:19][CH2:18]1.[Cl-].[NH4+]. The catalyst class is: 7.